Dataset: NCI-60 drug combinations with 297,098 pairs across 59 cell lines. Task: Regression. Given two drug SMILES strings and cell line genomic features, predict the synergy score measuring deviation from expected non-interaction effect. (1) Drug 1: C1=CC(=C2C(=C1NCCNCCO)C(=O)C3=C(C=CC(=C3C2=O)O)O)NCCNCCO. Drug 2: CC1C(C(CC(O1)OC2CC(OC(C2O)C)OC3=CC4=CC5=C(C(=O)C(C(C5)C(C(=O)C(C(C)O)O)OC)OC6CC(C(C(O6)C)O)OC7CC(C(C(O7)C)O)OC8CC(C(C(O8)C)O)(C)O)C(=C4C(=C3C)O)O)O)O. Cell line: MALME-3M. Synergy scores: CSS=24.6, Synergy_ZIP=13.6, Synergy_Bliss=18.1, Synergy_Loewe=3.66, Synergy_HSA=17.3. (2) Cell line: NCI-H522. Drug 1: C1CCN(CC1)CCOC2=CC=C(C=C2)C(=O)C3=C(SC4=C3C=CC(=C4)O)C5=CC=C(C=C5)O. Synergy scores: CSS=5.37, Synergy_ZIP=-0.936, Synergy_Bliss=2.65, Synergy_Loewe=-1.49, Synergy_HSA=-1.35. Drug 2: C1C(C(OC1N2C=NC3=C2NC=NCC3O)CO)O.